Dataset: Forward reaction prediction with 1.9M reactions from USPTO patents (1976-2016). Task: Predict the product of the given reaction. (1) Given the reactants [CH3:1][C:2]1([CH3:9])[CH2:7][NH:6][C:5](=[O:8])[CH2:4][NH:3]1.[CH3:10][C:11](OC(OC(O[C:11]([CH3:13])([CH3:12])[CH3:10])=O)=O)([CH3:13])[CH3:12].CCN(C(C)C)C(C)C.CN(C=[O:38])C, predict the reaction product. The product is: [C:11]([N:6]1[CH2:7][C:2]([CH3:9])([CH3:1])[NH:3][C:4](=[O:38])[C:5]1=[O:8])([CH3:13])([CH3:12])[CH3:10]. (2) Given the reactants C(=O)([O-])[O-:2].[K+].[K+].[NH2:7][CH2:8][CH2:9][CH2:10][OH:11].F[C:13]1[CH:20]=[C:19]([N:21]2[C:33]3[CH:32]=[CH:31][CH:30]=[C:29]([C:34]4[CH:35]=[N:36][C:37]([C:40]([F:43])([F:42])[F:41])=[CH:38][CH:39]=4)[C:28]=3[C:27]3[C:22]2=[CH:23][CH:24]=[CH:25][CH:26]=3)[CH:18]=[CH:17][C:14]=1[C:15]#[N:16].[OH-].[Na+].OO, predict the reaction product. The product is: [OH:11][CH2:10][CH2:9][CH2:8][NH:7][C:13]1[CH:20]=[C:19]([N:21]2[C:33]3[CH:32]=[CH:31][CH:30]=[C:29]([C:34]4[CH:35]=[N:36][C:37]([C:40]([F:43])([F:42])[F:41])=[CH:38][CH:39]=4)[C:28]=3[C:27]3[C:22]2=[CH:23][CH:24]=[CH:25][CH:26]=3)[CH:18]=[CH:17][C:14]=1[C:15]([NH2:16])=[O:2]. (3) Given the reactants [NH2:1][C:2]1[C:10]([Cl:11])=[N:9][CH:8]=[CH:7][C:3]=1[C:4]([NH2:6])=[O:5].[C:12](Cl)([Cl:14])=S, predict the reaction product. The product is: [Cl:14][C:12]1[N:6]=[C:4]([OH:5])[C:3]2[CH:7]=[CH:8][N:9]=[C:10]([Cl:11])[C:2]=2[N:1]=1. (4) Given the reactants [CH2:1]([C@@:4]1([C:16]([OH:18])=O)[CH2:8][CH2:7][CH2:6][N:5]1[C:9]([O:11][C:12]([CH3:15])([CH3:14])[CH3:13])=[O:10])[CH:2]=[CH2:3].[NH2:19][C:20]1[CH:25]=[CH:24][CH:23]=[CH:22][C:21]=1[C:26]1[CH:31]=[CH:30][CH:29]=[CH:28][CH:27]=1.O=P(Cl)(Cl)Cl, predict the reaction product. The product is: [CH2:1]([C@@:4]1([C:16]([NH:19][C:20]2[CH:25]=[CH:24][CH:23]=[CH:22][C:21]=2[C:26]2[CH:27]=[CH:28][CH:29]=[CH:30][CH:31]=2)=[O:18])[CH2:8][CH2:7][CH2:6][N:5]1[C:9]([O:11][C:12]([CH3:13])([CH3:14])[CH3:15])=[O:10])[CH:2]=[CH2:3]. (5) Given the reactants [C:1]([C:4]1([C:7]2[CH:12]=[CH:11][CH:10]=[CH:9][C:8]=2[C:13]#[C:14][C:15]2[C:20]([C:21]([F:24])([F:23])[F:22])=[CH:19][N:18]=[C:17]([NH:25][C:26]3[CH:27]=[N:28][N:29]([CH:31]4[CH2:36][CH2:35][N:34]([C:37]([O:39][C:40]([CH3:43])([CH3:42])[CH3:41])=[O:38])[CH2:33][CH2:32]4)[CH:30]=3)[N:16]=2)[CH2:6][CH2:5]1)(=[O:3])[NH2:2], predict the reaction product. The product is: [C:1]([C:4]1([C:7]2[CH:12]=[CH:11][CH:10]=[CH:9][C:8]=2[CH2:13][CH2:14][C:15]2[C:20]([C:21]([F:24])([F:22])[F:23])=[CH:19][N:18]=[C:17]([NH:25][C:26]3[CH:27]=[N:28][N:29]([CH:31]4[CH2:36][CH2:35][N:34]([C:37]([O:39][C:40]([CH3:41])([CH3:42])[CH3:43])=[O:38])[CH2:33][CH2:32]4)[CH:30]=3)[N:16]=2)[CH2:6][CH2:5]1)(=[O:3])[NH2:2].